This data is from Catalyst prediction with 721,799 reactions and 888 catalyst types from USPTO. The task is: Predict which catalyst facilitates the given reaction. (1) Reactant: C([C:3]1[CH:15]=[C:14]2[C:6]([C:7]3[C:8]([C:19]4[CH:24]=[CH:23][CH:22]=[C:21]([N:25]5[CH2:33][C:32]6[C:27](=[CH:28][CH:29]=[CH:30][CH:31]=6)[C:26]5=[O:34])[C:20]=4[CH3:35])=[CH:9][CH:10]=[C:11]([C:16]([NH2:18])=[O:17])[C:12]=3[NH:13]2)=[CH:5][CH:4]=1)=O.S(=O)(=O)(O)[OH:37].OO.[OH-].[Na+]. Product: [OH:37][C:3]1[CH:15]=[C:14]2[C:6]([C:7]3[C:8]([C:19]4[CH:24]=[CH:23][CH:22]=[C:21]([N:25]5[CH2:33][C:32]6[C:27](=[CH:28][CH:29]=[CH:30][CH:31]=6)[C:26]5=[O:34])[C:20]=4[CH3:35])=[CH:9][CH:10]=[C:11]([C:16]([NH2:18])=[O:17])[C:12]=3[NH:13]2)=[CH:5][CH:4]=1. The catalyst class is: 24. (2) Reactant: CC[N+](S(N=C(OC)[O-])(=O)=O)(CC)CC.[CH2:16]([N:18]1[C:22]2=[N:23][CH:24]=[C:25]([C:34]([NH2:36])=O)[C:26]([NH:27][CH:28]3[CH2:33][CH2:32][O:31][CH2:30][CH2:29]3)=[C:21]2[CH:20]=[N:19]1)[CH3:17]. The catalyst class is: 1. Product: [CH2:16]([N:18]1[C:22]2=[N:23][CH:24]=[C:25]([C:34]#[N:36])[C:26]([NH:27][CH:28]3[CH2:29][CH2:30][O:31][CH2:32][CH2:33]3)=[C:21]2[CH:20]=[N:19]1)[CH3:17]. (3) Reactant: [CH:1]([C:4]1[CH:9]=[CH:8][C:7]([C:10]2[C:15]([CH3:16])=[CH:14][C:13]([O:17][CH:18]([C:22]3[CH:30]=[CH:29][C:25]([C:26](O)=[O:27])=[CH:24][CH:23]=3)[CH:19]([CH3:21])[CH3:20])=[CH:12][C:11]=2[CH3:31])=[CH:6][CH:5]=1)([CH3:3])[CH3:2].C(N(CC)CC)C.[CH3:39][O:40][C:41](=[O:46])[CH:42]([OH:45])[CH2:43][NH2:44].CCN=C=NCCCN(C)C. Product: [CH3:39][O:40][C:41](=[O:46])[CH:42]([OH:45])[CH2:43][NH:44][C:26](=[O:27])[C:25]1[CH:29]=[CH:30][C:22]([CH:18]([O:17][C:13]2[CH:14]=[C:15]([CH3:16])[C:10]([C:7]3[CH:6]=[CH:5][C:4]([CH:1]([CH3:3])[CH3:2])=[CH:9][CH:8]=3)=[C:11]([CH3:31])[CH:12]=2)[CH:19]([CH3:21])[CH3:20])=[CH:23][CH:24]=1. The catalyst class is: 64. (4) Reactant: [CH:1]1([CH2:4][NH2:5])[CH2:3][CH2:2]1.[CH2:6]=[C:7]1[O:11][C:9](=[O:10])[CH2:8]1. Product: [CH:1]1([CH2:4][NH:5][C:9](=[O:10])[CH2:8][C:7](=[O:11])[CH3:6])[CH2:3][CH2:2]1. The catalyst class is: 7. (5) Reactant: C([O:5][P:6]([O:41]C(C)(C)C)([O:8][CH:9]([O:11][C:12](=[O:40])[N:13]([C:37](=[O:39])[CH3:38])[CH2:14][C@@H:15]1[O:19][C:18](=[O:20])[N:17]([C:21]2[CH:26]=[CH:25][C:24]([N:27]3[CH2:34][C:33]4[C:29](=[N:30][N:31]([CH3:35])[CH:32]=4)[CH2:28]3)=[C:23]([F:36])[CH:22]=2)[CH2:16]1)[CH3:10])=[O:7])(C)(C)C.C(O)(C(F)(F)F)=O. Product: [P:6]([O:8][CH:9]([O:11][C:12](=[O:40])[N:13]([C:37](=[O:39])[CH3:38])[CH2:14][C@@H:15]1[O:19][C:18](=[O:20])[N:17]([C:21]2[CH:26]=[CH:25][C:24]([N:27]3[CH2:34][C:33]4[C:29](=[N:30][N:31]([CH3:35])[CH:32]=4)[CH2:28]3)=[C:23]([F:36])[CH:22]=2)[CH2:16]1)[CH3:10])([OH:7])([OH:41])=[O:5]. The catalyst class is: 4. (6) Reactant: Cl[CH2:2][C:3]1[CH:8]=[CH:7][C:6]([C:9]2[NH:26][C:12]3[N:13]=[CH:14][N:15]=[C:16]([NH:17][C@@H:18]([C:20]4[CH:25]=[CH:24][CH:23]=[CH:22][CH:21]=4)[CH3:19])[C:11]=3[CH:10]=2)=[CH:5][CH:4]=1.[C:27]([N:34]1[CH2:39][CH2:38][NH:37][CH2:36][CH2:35]1)([O:29][C:30]([CH3:33])([CH3:32])[CH3:31])=[O:28].C(=O)([O-])[O-].[K+].[K+]. Product: [C:30]([O:29][C:27]([N:34]1[CH2:39][CH2:38][N:37]([CH2:2][C:3]2[CH:8]=[CH:7][C:6]([C:9]3[NH:26][C:12]4[N:13]=[CH:14][N:15]=[C:16]([NH:17][C@@H:18]([C:20]5[CH:25]=[CH:24][CH:23]=[CH:22][CH:21]=5)[CH3:19])[C:11]=4[CH:10]=3)=[CH:5][CH:4]=2)[CH2:36][CH2:35]1)=[O:28])([CH3:33])([CH3:31])[CH3:32]. The catalyst class is: 3.